This data is from M1 muscarinic receptor antagonist screen with 61,756 compounds. The task is: Binary Classification. Given a drug SMILES string, predict its activity (active/inactive) in a high-throughput screening assay against a specified biological target. (1) The molecule is O=c1n(N\C=C2\C=CC(=O)C=C2)c(nc2c1cccc2)C. The result is 0 (inactive). (2) The compound is O1C(CCC1)CNC(=O)C1C(N(C(=O)c2c1cccc2)C)c1c2c([nH]c1)cccc2. The result is 0 (inactive). (3) The compound is O1C(CCC1)C(=O)Nc1ccc(cc1)C(=O)Nc1cc2OCCOc2cc1. The result is 0 (inactive).